From a dataset of Reaction yield outcomes from USPTO patents with 853,638 reactions. Predict the reaction yield, written as a fraction of the theoretical maximum amount of product (1.0 means a 100% yield; for example, 0.34 means a 34% yield). The catalyst is C(Cl)(Cl)(Cl)Cl.Cl(O)(=O)(=O)=O.C([O-])(O)=O.[Na+]. The yield is 0.430. The reactants are [Br:1]N1C(=O)CCC1=O.[S:9]1[CH:13]=[CH:12][C:11]([CH2:14][C:15]#[N:16])=[CH:10]1. The product is [Br:1][C:10]1[S:9][CH:13]=[CH:12][C:11]=1[CH2:14][C:15]#[N:16].